This data is from HIV replication inhibition screening data with 41,000+ compounds from the AIDS Antiviral Screen. The task is: Binary Classification. Given a drug SMILES string, predict its activity (active/inactive) in a high-throughput screening assay against a specified biological target. (1) The compound is O=[As]c1ccc(C(=O)O)cc1. The result is 0 (inactive). (2) The drug is OCC(O)C(O)C(O)C1SC(c2ccccc2)=NN1c1ccccc1. The result is 0 (inactive). (3) The compound is CCOc1cc2c(cc1C(C)c1ccc(OC)cc1)OCO2. The result is 0 (inactive). (4) The compound is Cl.O=C(NCCCN1CCN(CCCNC(=O)c2cc(-c3ccccc3)nc3ccccc23)CC1)c1cc(-c2ccccc2)nc2ccccc12. The result is 0 (inactive).